This data is from Forward reaction prediction with 1.9M reactions from USPTO patents (1976-2016). The task is: Predict the product of the given reaction. (1) Given the reactants BrBr.[Br:3][CH2:4][CH2:5][CH2:6][CH2:7][C:8]([OH:10])=[O:9].P(Br)(Br)[Br:12], predict the reaction product. The product is: [Br:12][CH:7]([CH2:6][CH2:5][CH2:4][Br:3])[C:8]([OH:10])=[O:9]. (2) Given the reactants [CH3:1][O:2][C:3](=[O:40])[CH2:4][N:5]([S:29](=[O:39])(=[O:38])[NH:30]C(OC(C)(C)C)=O)[C:6]1[CH:11]=[CH:10][C:9]([S:12]([C:15]2[CH:20]=[CH:19][CH:18]=[CH:17][CH:16]=2)(=[O:14])=[O:13])=[CH:8][C:7]=1[O:21][CH2:22][C:23]1[CH:28]=[CH:27][CH:26]=[CH:25][CH:24]=1, predict the reaction product. The product is: [CH3:1][O:2][C:3](=[O:40])[CH2:4][N:5]([S:29](=[O:38])(=[O:39])[NH2:30])[C:6]1[CH:11]=[CH:10][C:9]([S:12]([C:15]2[CH:16]=[CH:17][CH:18]=[CH:19][CH:20]=2)(=[O:14])=[O:13])=[CH:8][C:7]=1[O:21][CH2:22][C:23]1[CH:24]=[CH:25][CH:26]=[CH:27][CH:28]=1. (3) The product is: [C:3]([O:7][C:8](=[O:15])[N:9]([CH2:10][CH2:11][O:12][CH2:13][CH3:14])[CH3:16])([CH3:6])([CH3:5])[CH3:4]. Given the reactants [H-].[Na+].[C:3]([O:7][C:8](=[O:15])[NH:9][CH2:10][CH2:11][O:12][CH2:13][CH3:14])([CH3:6])([CH3:5])[CH3:4].[CH3:16]I.O, predict the reaction product. (4) Given the reactants [NH2:1][C:2]1[CH:14]=[CH:13][C:5]([CH2:6][NH:7][S:8]([CH2:11][CH3:12])(=[O:10])=[O:9])=[CH:4][CH:3]=1.N1C=CC=CC=1.Cl[C:22]([O:24][C:25]1[CH:30]=[CH:29][CH:28]=[CH:27][CH:26]=1)=[O:23], predict the reaction product. The product is: [CH2:11]([S:8]([NH:7][CH2:6][C:5]1[CH:13]=[CH:14][C:2]([NH:1][C:22](=[O:23])[O:24][C:25]2[CH:30]=[CH:29][CH:28]=[CH:27][CH:26]=2)=[CH:3][CH:4]=1)(=[O:10])=[O:9])[CH3:12]. (5) Given the reactants [Cl:1][C:2]1[CH:7]=[C:6]([Cl:8])[CH:5]=[CH:4][C:3]=1[C:9](=O)[CH2:10][C:11]([O:13]C)=O.O.[NH2:17][NH2:18], predict the reaction product. The product is: [Cl:1][C:2]1[CH:7]=[C:6]([Cl:8])[CH:5]=[CH:4][C:3]=1[C:9]1[CH:10]=[C:11]([OH:13])[NH:18][N:17]=1. (6) Given the reactants [C:1]([C:3]([CH3:51])([CH3:50])[C:4]1[CH:5]=[C:6]([NH:19][C:20]([NH:22][C@@H:23]2[C:32]3[C:27](=[CH:28][CH:29]=[CH:30][CH:31]=3)[C@H:26]([O:33][C:34]3[CH:35]=[CH:36][C:37]4[N:38]([C:40]([N:43]5[CH2:48][CH2:47][CH2:46][CH2:45][C@@H:44]5[CH3:49])=[N:41][N:42]=4)[CH:39]=3)[CH2:25][CH2:24]2)=[O:21])[N:7]([C:9]2[CH:14]=[CH:13][CH:12]=[C:11]([O:15][CH2:16][CH2:17][OH:18])[CH:10]=2)[N:8]=1)#[N:2].C[C@H]1CCC[C@@H](C)N1C1N2C=C(O[C@H]3C4C(=CC=CC=4)[C@@H](NC(=O)NC4N(C5C=NN(CC[O:95][S:96]([CH3:99])(=O)=[O:97])C=5)N=C(C(C)C)C=4)CC3)C=CC2=NN=1, predict the reaction product. The product is: [C:1]([C:3]([CH3:50])([CH3:51])[C:4]1[CH:5]=[C:6]([NH:19][C:20]([NH:22][C@@H:23]2[C:32]3[C:27](=[CH:28][CH:29]=[CH:30][CH:31]=3)[C@H:26]([O:33][C:34]3[CH:35]=[CH:36][C:37]4[N:38]([C:40]([N:43]5[CH2:48][CH2:47][CH2:46][CH2:45][C@@H:44]5[CH3:49])=[N:41][N:42]=4)[CH:39]=3)[CH2:25][CH2:24]2)=[O:21])[N:7]([C:9]2[CH:10]=[C:11]([CH:12]=[CH:13][CH:14]=2)[O:15][CH2:16][CH2:17][O:18][S:96]([CH3:99])(=[O:97])=[O:95])[N:8]=1)#[N:2]. (7) Given the reactants [CH3:1][NH:2][C:3]([NH2:5])=[S:4].O[CH:7]([CH3:11])[C:8](=O)[CH3:9].C(OCC)C, predict the reaction product. The product is: [CH3:1][N:2]1[C:8]([CH3:9])=[C:7]([CH3:11])[N:5]=[C:3]1[SH:4]. (8) Given the reactants [Cl-].O[NH3+:3].[C:4](=[O:7])([O-])[OH:5].[Na+].CS(C)=O.[CH3:13][O:14][CH2:15][C:16]1[N:17]=[C:18]([CH3:44])[N:19]([CH2:38][C:39]2[S:40][CH:41]=[CH:42][CH:43]=2)[C:20](=[O:37])[C:21]=1[CH2:22][C:23]1[CH:28]=[CH:27][C:26]([C:29]2[C:30]([C:35]#[N:36])=[CH:31][CH:32]=[CH:33][CH:34]=2)=[CH:25][CH:24]=1, predict the reaction product. The product is: [CH3:13][O:14][CH2:15][C:16]1[N:17]=[C:18]([CH3:44])[N:19]([CH2:38][C:39]2[S:40][CH:41]=[CH:42][CH:43]=2)[C:20](=[O:37])[C:21]=1[CH2:22][C:23]1[CH:24]=[CH:25][C:26]([C:29]2[CH:34]=[CH:33][CH:32]=[CH:31][C:30]=2[C:35]2[NH:3][C:4](=[O:7])[O:5][N:36]=2)=[CH:27][CH:28]=1. (9) Given the reactants C(OC([NH:8][C@@H:9]1[C@@H:13]([NH:14][CH2:15][C:16]([O:18][CH2:19][CH3:20])=[O:17])[CH2:12][N:11]([C:21]([O:23][CH2:24][C:25]2[CH:30]=[CH:29][CH:28]=[CH:27][CH:26]=2)=[O:22])[CH2:10]1)=O)(C)(C)C.[ClH:31], predict the reaction product. The product is: [ClH:31].[NH2:8][C@@H:9]1[C@@H:13]([NH:14][CH2:15][C:16]([O:18][CH2:19][CH3:20])=[O:17])[CH2:12][N:11]([C:21]([O:23][CH2:24][C:25]2[CH:30]=[CH:29][CH:28]=[CH:27][CH:26]=2)=[O:22])[CH2:10]1.